This data is from Reaction yield outcomes from USPTO patents with 853,638 reactions. The task is: Predict the reaction yield, written as a fraction of the theoretical maximum amount of product (1.0 means a 100% yield; for example, 0.34 means a 34% yield). (1) The reactants are [CH3:1][C:2]([CH3:34])([CH2:12][O:13][C:14]1[CH:15]=[CH:16][CH:17]=[C:18]2[C:23]=1[N:22]=[C:21]([C:24]1[N:28]3[CH:29]=[CH:30][C:31]([CH3:33])=[CH:32][C:27]3=[N:26][N:25]=1)[CH:20]=[CH:19]2)[CH2:3][NH:4]C(=O)OC(C)(C)C.[ClH:35]. The catalyst is ClCCl. The product is [ClH:35].[ClH:35].[ClH:35].[CH3:1][C:2]([CH3:34])([CH2:12][O:13][C:14]1[CH:15]=[CH:16][CH:17]=[C:18]2[C:23]=1[N:22]=[C:21]([C:24]1[N:28]3[CH:29]=[CH:30][C:31]([CH3:33])=[CH:32][C:27]3=[N:26][N:25]=1)[CH:20]=[CH:19]2)[CH2:3][NH2:4]. The yield is 0.700. (2) The reactants are [NH2:1][C:2]1[CH:7]=[CH:6][C:5]([OH:8])=[CH:4][CH:3]=1.Cl.[NH:10]([C:17]1[C:22]([Br:23])=[CH:21][N:20]=[C:19](Cl)[N:18]=1)[C:11]1[CH:16]=[CH:15][CH:14]=[CH:13][CH:12]=1. The catalyst is C(O)CCC. The product is [NH:10]([C:17]1[C:22]([Br:23])=[CH:21][N:20]=[C:19]([NH:1][C:2]2[CH:7]=[CH:6][C:5]([OH:8])=[CH:4][CH:3]=2)[N:18]=1)[C:11]1[CH:16]=[CH:15][CH:14]=[CH:13][CH:12]=1. The yield is 0.320. (3) The reactants are C(OC([N:8]1[C:12]2[CH:13]=[CH:14][CH:15]=[CH:16][C:11]=2[N:10]=[C:9]1[CH2:17][N:18]([CH2:29][CH2:30][CH2:31][CH2:32][N:33]1C(=O)C2C(=CC=CC=2)C1=O)[CH:19]1[CH2:28][CH2:27][CH2:26][C:25]2[N:24]=[CH:23][CH:22]=[N:21][C:20]1=2)=O)(C)(C)C.O.NN. The catalyst is C(O)C. The product is [NH:8]1[C:12]2[CH:13]=[CH:14][CH:15]=[CH:16][C:11]=2[N:10]=[C:9]1[CH2:17][N:18]([CH:19]1[CH2:28][CH2:27][CH2:26][C:25]2[N:24]=[CH:23][CH:22]=[N:21][C:20]1=2)[CH2:29][CH2:30][CH2:31][CH2:32][NH2:33]. The yield is 0.640.